Dataset: NCI-60 drug combinations with 297,098 pairs across 59 cell lines. Task: Regression. Given two drug SMILES strings and cell line genomic features, predict the synergy score measuring deviation from expected non-interaction effect. (1) Drug 1: C1=NC(=NC(=O)N1C2C(C(C(O2)CO)O)O)N. Drug 2: C1=CC=C(C(=C1)C(C2=CC=C(C=C2)Cl)C(Cl)Cl)Cl. Cell line: HOP-62. Synergy scores: CSS=5.52, Synergy_ZIP=3.16, Synergy_Bliss=5.75, Synergy_Loewe=4.90, Synergy_HSA=3.45. (2) Drug 1: CN(C)N=NC1=C(NC=N1)C(=O)N. Drug 2: C1C(C(OC1N2C=C(C(=O)NC2=O)F)CO)O. Cell line: COLO 205. Synergy scores: CSS=44.0, Synergy_ZIP=0.293, Synergy_Bliss=0.648, Synergy_Loewe=-5.20, Synergy_HSA=1.59. (3) Drug 1: CNC(=O)C1=NC=CC(=C1)OC2=CC=C(C=C2)NC(=O)NC3=CC(=C(C=C3)Cl)C(F)(F)F. Drug 2: CCC1(C2=C(COC1=O)C(=O)N3CC4=CC5=C(C=CC(=C5CN(C)C)O)N=C4C3=C2)O.Cl. Cell line: SW-620. Synergy scores: CSS=14.1, Synergy_ZIP=-3.49, Synergy_Bliss=-6.69, Synergy_Loewe=-38.6, Synergy_HSA=-12.0. (4) Drug 1: C1CN1P(=S)(N2CC2)N3CC3. Drug 2: C1C(C(OC1N2C=NC3=C2NC=NCC3O)CO)O. Cell line: 786-0. Synergy scores: CSS=8.86, Synergy_ZIP=-4.19, Synergy_Bliss=-3.42, Synergy_Loewe=-3.25, Synergy_HSA=-3.90. (5) Drug 1: C1CC(C1)(C(=O)O)C(=O)O.[NH2-].[NH2-].[Pt+2]. Drug 2: COCCOC1=C(C=C2C(=C1)C(=NC=N2)NC3=CC=CC(=C3)C#C)OCCOC.Cl. Cell line: MOLT-4. Synergy scores: CSS=30.5, Synergy_ZIP=2.37, Synergy_Bliss=5.33, Synergy_Loewe=1.60, Synergy_HSA=1.46. (6) Drug 1: CC1=C(N=C(N=C1N)C(CC(=O)N)NCC(C(=O)N)N)C(=O)NC(C(C2=CN=CN2)OC3C(C(C(C(O3)CO)O)O)OC4C(C(C(C(O4)CO)O)OC(=O)N)O)C(=O)NC(C)C(C(C)C(=O)NC(C(C)O)C(=O)NCCC5=NC(=CS5)C6=NC(=CS6)C(=O)NCCC[S+](C)C)O. Drug 2: C1=NNC2=C1C(=O)NC=N2. Cell line: RPMI-8226. Synergy scores: CSS=9.31, Synergy_ZIP=-3.08, Synergy_Bliss=-2.07, Synergy_Loewe=-8.34, Synergy_HSA=-2.32. (7) Drug 1: C1=NC2=C(N=C(N=C2N1C3C(C(C(O3)CO)O)O)F)N. Drug 2: COC1=C2C(=CC3=C1OC=C3)C=CC(=O)O2. Cell line: SF-539. Synergy scores: CSS=-3.10, Synergy_ZIP=6.60, Synergy_Bliss=10.2, Synergy_Loewe=1.32, Synergy_HSA=1.32.